This data is from Forward reaction prediction with 1.9M reactions from USPTO patents (1976-2016). The task is: Predict the product of the given reaction. (1) Given the reactants [Cl:1][C:2]1[C:7]([CH:8]=O)=[CH:6][N:5]=[CH:4][CH:3]=1.Cl.[NH2:11]O.C([O-])(=O)C.[Na+], predict the reaction product. The product is: [Cl:1][C:2]1[C:7]([C:8]#[N:11])=[CH:6][N:5]=[CH:4][CH:3]=1. (2) The product is: [NH2:20][C:16]1[N:15]=[C:14]([N:7]2[C:6]3[CH:21]=[C:2]([Br:1])[CH:3]=[CH:4][C:5]=3[N:9]=[C:8]2[NH:32][CH2:31][CH2:30][O:29][CH3:28])[CH:19]=[CH:18][N:17]=1. Given the reactants [Br:1][C:2]1[CH:3]=[CH:4][C:5]2[N:9]=[C:8](C(Cl)(Cl)Cl)[N:7]([C:14]3[CH:19]=[CH:18][N:17]=[C:16]([NH2:20])[N:15]=3)[C:6]=2[CH:21]=1.C(=O)([O-])[O-].[Cs+].[Cs+].[CH3:28][O:29][CH2:30][CH2:31][NH2:32], predict the reaction product. (3) Given the reactants [OH:1][NH:2][C:3]([C@H:5]1[CH2:12][C:9]2([CH2:11][CH2:10]2)[CH2:8][NH:7][C@@H:6]1[C:13]([N:15]1[CH2:20][CH:19]=[C:18]([C:21]2[CH:26]=[CH:25][CH:24]=[C:23]([CH:27]([CH3:29])[CH3:28])[CH:22]=2)[CH2:17][CH2:16]1)=[O:14])=[O:4].[O-]S([O-])(=O)=O.[Ba+2], predict the reaction product. The product is: [OH:1][NH:2][C:3]([C@H:5]1[CH2:12][C:9]2([CH2:10][CH2:11]2)[CH2:8][NH:7][C@@H:6]1[C:13]([N:15]1[CH2:20][CH2:19][CH:18]([C:21]2[CH:26]=[CH:25][CH:24]=[C:23]([CH:27]([CH3:29])[CH3:28])[CH:22]=2)[CH2:17][CH2:16]1)=[O:14])=[O:4]. (4) The product is: [CH2:1]([O:8][C:9]1[CH:18]=[C:17]2[C:12](=[CH:11][CH:10]=1)[CH:13]=[C:14]([B:42]([OH:47])[OH:43])[CH2:15][CH2:16]2)[C:2]1[CH:7]=[CH:6][CH:5]=[CH:4][CH:3]=1. Given the reactants [CH2:1]([O:8][C:9]1[CH:18]=[C:17]2[C:12]([CH:13]=[C:14](Br)[CH2:15][CH2:16]2)=[CH:11][CH:10]=1)[C:2]1[CH:7]=[CH:6][CH:5]=[CH:4][CH:3]=1.C1(C)C=CC=CC=1.O1CCCC1.C([Li])(C)(C)C.CCCCC.[B:42](OC(C)C)([O:47]C(C)C)[O:43]C(C)C, predict the reaction product.